Dataset: Aqueous solubility values for 9,982 compounds from the AqSolDB database. Task: Regression/Classification. Given a drug SMILES string, predict its absorption, distribution, metabolism, or excretion properties. Task type varies by dataset: regression for continuous measurements (e.g., permeability, clearance, half-life) or binary classification for categorical outcomes (e.g., BBB penetration, CYP inhibition). For this dataset (solubility_aqsoldb), we predict Y. (1) The molecule is CCN1c2ccccc2C(=O)N(C)c2ccccc21. The Y is -4.75 log mol/L. (2) The compound is CC(=O)CCCCn1c(=O)c2c(ncn2C)n(C)c1=O. The Y is -0.558 log mol/L. (3) The drug is CCCn1cnc2c1c(=O)n(CCCCC(C)=O)c(=O)n2C. The Y is -0.981 log mol/L. (4) The compound is COc1ccc2c3c1OC1C(OC(C)=O)C=CC4C(C2)N(C)CCC341. The Y is -1.30 log mol/L. (5) The molecule is CC1OC(O[C@@H]2C=C3CC[C@@H]4[C@H](CC[C@]5(C)[C@@H](c6ccc(=O)oc6)CC[C@]45O)[C@@]3(C)CC2)C(O)C(O)C1O. The Y is -3.96 log mol/L. (6) The molecule is CCC(C)CO. The Y is -0.468 log mol/L. (7) The Y is -2.62 log mol/L. The molecule is CC1OC(=O)c2cc([N+](=O)[O-])ccc21. (8) The molecule is CC(O[N+](=O)O)C(C)O[N+](=O)O. The Y is -1.89 log mol/L. (9) The drug is CC(C)C(O)C(C)C. The Y is -1.22 log mol/L.